From a dataset of Full USPTO retrosynthesis dataset with 1.9M reactions from patents (1976-2016). Predict the reactants needed to synthesize the given product. (1) Given the product [CH2:21]([C:18]1[C:19](=[O:20])[N:14]([C:10]2[CH:11]=[CH:12][CH:13]=[C:8]([C:5]3[CH:6]=[CH:7][C:2]([NH:1][S:40]([CH3:39])(=[O:42])=[O:41])=[CH:3][CH:4]=3)[CH:9]=2)[C:15]2[N:31]=[CH:30][CH:29]=[CH:28][C:16]=2[N:17]=1)[C:22]1[CH:27]=[CH:26][CH:25]=[CH:24][CH:23]=1, predict the reactants needed to synthesize it. The reactants are: [NH2:1][C:2]1[CH:7]=[CH:6][C:5]([C:8]2[CH:9]=[C:10]([N:14]3[C:19](=[O:20])[C:18]([CH2:21][C:22]4[CH:27]=[CH:26][CH:25]=[CH:24][CH:23]=4)=[N:17][C:16]4[CH:28]=[CH:29][CH:30]=[N:31][C:15]3=4)[CH:11]=[CH:12][CH:13]=2)=[CH:4][CH:3]=1.C(N(CC)CC)C.[CH3:39][S:40](Cl)(=[O:42])=[O:41].C(=O)(O)[O-].[Na+]. (2) Given the product [C:12]([C:11]([C:9]1[CH:8]=[CH:7][C:6]2[N:2]([CH3:1])[C:3](=[O:16])[N:4]([CH3:15])[C:5]=2[CH:10]=1)=[CH:17][C:18]1[CH:19]=[C:20]([CH3:21])[CH:23]=[CH:24][CH:25]=1)(=[O:14])[CH3:13], predict the reactants needed to synthesize it. The reactants are: [CH3:1][N:2]1[C:6]2[CH:7]=[CH:8][C:9]([CH2:11][C:12](=[O:14])[CH3:13])=[CH:10][C:5]=2[N:4]([CH3:15])[C:3]1=[O:16].[CH3:17][C:18]1[CH:19]=[C:20]([CH:23]=[CH:24][CH:25]=1)[CH:21]=O.N1CCCCC1. (3) Given the product [CH3:1][N:2]([CH2:9][C:10]1[CH:11]=[N:12][C:13]([C:16]2[CH:17]=[CH:18][C:19]([S:22]([CH3:25])(=[O:24])=[O:23])=[CH:20][CH:21]=2)=[CH:14][CH:15]=1)[CH:3]1[CH2:8][CH2:7][N:6]([C:27]([O:29][CH2:30][C:31]2[CH:36]=[CH:35][CH:34]=[CH:33][CH:32]=2)=[O:28])[CH2:5][CH2:4]1, predict the reactants needed to synthesize it. The reactants are: [CH3:1][N:2]([CH2:9][C:10]1[CH:11]=[N:12][C:13]([C:16]2[CH:21]=[CH:20][C:19]([S:22]([CH3:25])(=[O:24])=[O:23])=[CH:18][CH:17]=2)=[CH:14][CH:15]=1)[CH:3]1[CH2:8][CH2:7][NH:6][CH2:5][CH2:4]1.Cl[C:27]([O:29][CH2:30][C:31]1[CH:36]=[CH:35][CH:34]=[CH:33][CH:32]=1)=[O:28]. (4) Given the product [CH2:23]([Si:24]([O:29][CH3:30])([O:27][CH3:28])[O:25][CH3:26])[CH:22]=[CH2:21], predict the reactants needed to synthesize it. The reactants are: C(OCC[Si](OC)(OC)OC)C1OC1.C(OC[CH2:21][CH2:22][CH2:23][Si:24]([O:29][CH3:30])([O:27][CH3:28])[O:25][CH3:26])C1OC1.O1C2C1CC(CC[Si](OC)(OC)OC)CC2.C([Si](OCC)(OCC)OCC)CC.C[Si](OC)(OC)OC. (5) Given the product [ClH:20].[CH3:1][O:2][C:3]1[C:4](=[O:19])[C:5]([C:15]([OH:17])=[O:16])=[N:6][N:7]([C:9]2[CH:10]=[N:11][CH:12]=[CH:13][CH:14]=2)[CH:8]=1, predict the reactants needed to synthesize it. The reactants are: [CH3:1][O:2][C:3]1[C:4](=[O:19])[C:5]([C:15]([O:17]C)=[O:16])=[N:6][N:7]([C:9]2[CH:10]=[N:11][CH:12]=[CH:13][CH:14]=2)[CH:8]=1.[ClH:20]. (6) Given the product [CH3:11][O:12][C:13]1[CH:26]=[CH:25][C:24]([CH3:27])=[CH:23][C:14]=1[C:15]([C:17]1[CH:22]=[CH:21][CH:20]=[CH:19][CH:18]=1)=[CH2:1], predict the reactants needed to synthesize it. The reactants are: [CH2:1]1COCC1.C([Li])CCC.[CH3:11][O:12][C:13]1[CH:26]=[CH:25][C:24]([CH3:27])=[CH:23][C:14]=1[C:15]([C:17]1[CH:22]=[CH:21][CH:20]=[CH:19][CH:18]=1)=O.O. (7) Given the product [F:42][C:39]1[CH:40]=[CH:41][C:36]([O:35][C:33](=[O:34])[N:14]([C@H:13]2[C@H:9]([C:4]3[CH:5]=[CH:6][C:7]([Cl:8])=[C:2]([Cl:1])[CH:3]=3)[CH2:10][N:11]([C:18]([CH:20]3[CH2:25][CH2:24][N:23]([C:26]([C:28]4([CH3:31])[CH2:30][CH2:29]4)=[O:27])[CH2:22][CH2:21]3)=[O:19])[CH2:12]2)[CH:15]2[CH2:16][CH2:17]2)=[CH:37][CH:38]=1, predict the reactants needed to synthesize it. The reactants are: [Cl:1][C:2]1[CH:3]=[C:4]([C@H:9]2[C@H:13]([NH:14][CH:15]3[CH2:17][CH2:16]3)[CH2:12][N:11]([C:18]([CH:20]3[CH2:25][CH2:24][N:23]([C:26]([C:28]4([CH3:31])[CH2:30][CH2:29]4)=[O:27])[CH2:22][CH2:21]3)=[O:19])[CH2:10]2)[CH:5]=[CH:6][C:7]=1[Cl:8].Cl[C:33]([O:35][C:36]1[CH:41]=[CH:40][C:39]([F:42])=[CH:38][CH:37]=1)=[O:34]. (8) The reactants are: [H-].[Na+].[CH2:3]1[CH2:7][O:6][CH2:5][CH2:4]1.[N:8]1[O:9][N:10]=[C:11]2[CH:16]=C(C=O)[CH:14]=[CH:13][C:12]=12.C(=[O:26])C1C=CC=CC=1. Given the product [N:8]1[O:9][N:10]=[C:11]2[CH:16]=[C:7](/[CH:3]=[CH:4]/[C:5]([OH:26])=[O:6])[CH:14]=[CH:13][C:12]=12, predict the reactants needed to synthesize it. (9) The reactants are: [NH:1]([C:5]1[CH:10]=[CH:9][C:8]([OH:11])=[CH:7][CH:6]=1)C(C)=O.[C:12](=O)([O-:14])[O-:13].[Ca+2].O=[Si]=O.C(=O)=O. Given the product [NH2:1][C:5]1[CH:6]=[C:7]([C:12]([OH:14])=[O:13])[C:8]([OH:11])=[CH:9][CH:10]=1, predict the reactants needed to synthesize it. (10) Given the product [C:15]([C:19]1[O:23][N:22]=[C:21]([NH:24][C:2]2[N:6]([CH3:7])[C:5]3[CH:8]=[CH:9][C:10]([N+:12]([O-:14])=[O:13])=[CH:11][C:4]=3[N:3]=2)[CH:20]=1)([CH3:18])([CH3:17])[CH3:16], predict the reactants needed to synthesize it. The reactants are: Cl[C:2]1[N:6]([CH3:7])[C:5]2[CH:8]=[CH:9][C:10]([N+:12]([O-:14])=[O:13])=[CH:11][C:4]=2[N:3]=1.[C:15]([C:19]1[O:23][N:22]=[C:21]([NH2:24])[CH:20]=1)([CH3:18])([CH3:17])[CH3:16].